Dataset: Peptide-MHC class II binding affinity with 134,281 pairs from IEDB. Task: Regression. Given a peptide amino acid sequence and an MHC pseudo amino acid sequence, predict their binding affinity value. This is MHC class II binding data. (1) The peptide sequence is ISEWQPSKGWNDWEN. The MHC is DRB1_0701 with pseudo-sequence DRB1_0701. The binding affinity (normalized) is 0.516. (2) The peptide sequence is APSMEEVAAAAVAVT. The MHC is HLA-DPA10301-DPB10402 with pseudo-sequence HLA-DPA10301-DPB10402. The binding affinity (normalized) is 0.213. (3) The peptide sequence is CVGKLKRSLGLMGCD. The MHC is DRB1_0101 with pseudo-sequence DRB1_0101. The binding affinity (normalized) is 0.471. (4) The peptide sequence is ENIQRFLPNPAGVQLEDPEF. The MHC is DRB1_0101 with pseudo-sequence DRB1_0101. The binding affinity (normalized) is 0.229. (5) The binding affinity (normalized) is 0. The peptide sequence is TVSLPVGADEDDIKA. The MHC is DRB1_1201 with pseudo-sequence DRB1_1201. (6) The peptide sequence is LFAAFPSFAGLRPTF. The MHC is DRB1_1501 with pseudo-sequence DRB1_1501. The binding affinity (normalized) is 0.803. (7) The peptide sequence is VIGLYGNGILVGDNS. The MHC is HLA-DQA10501-DQB10402 with pseudo-sequence HLA-DQA10501-DQB10402. The binding affinity (normalized) is 0. (8) The peptide sequence is PARLFKAFVLDSDNL. The MHC is HLA-DPA10201-DPB10101 with pseudo-sequence HLA-DPA10201-DPB10101. The binding affinity (normalized) is 0.737. (9) The peptide sequence is ASPWSWPDLDLKPGA. The MHC is DRB5_0101 with pseudo-sequence DRB5_0101. The binding affinity (normalized) is 0.228.